Dataset: Catalyst prediction with 721,799 reactions and 888 catalyst types from USPTO. Task: Predict which catalyst facilitates the given reaction. (1) Reactant: [C:1]1([S:7]([N:10]2[C:18]3[CH:17]=[C:16](B4OC(C)(C)CC(C)(C)O4)[CH:15]=[C:14]([NH2:29])[C:13]=3[CH:12]=[N:11]2)(=[O:9])=[O:8])[CH:6]=[CH:5][CH:4]=[CH:3][CH:2]=1.Br[C:31]1[CH:36]=[CH:35][N:34]=[C:33]2[NH:37][CH:38]=[CH:39][C:32]=12.P([O-])([O-])([O-])=O.[K+].[K+].[K+]. Product: [C:1]1([S:7]([N:10]2[C:18]3[CH:17]=[C:16]([C:31]4[CH:36]=[CH:35][N:34]=[C:33]5[NH:37][CH:38]=[CH:39][C:32]=45)[CH:15]=[C:14]([NH2:29])[C:13]=3[CH:12]=[N:11]2)(=[O:8])=[O:9])[CH:6]=[CH:5][CH:4]=[CH:3][CH:2]=1. The catalyst class is: 117. (2) The catalyst class is: 7. Product: [CH3:5][N:37]1[C:38]2[C:34](=[CH:33][C:32]([C:39]([F:41])([F:42])[F:40])=[CH:31][C:30]=2[CH2:29][O:28][CH2:27][C:14]2([C:8]3[CH:13]=[CH:12][CH:11]=[CH:10][CH:9]=3)[CH2:15][CH2:16][N:17]([C:20]([O:22][C:23]([CH3:25])([CH3:26])[CH3:24])=[O:21])[CH2:18][CH2:19]2)[CH:35]=[CH:36]1. Reactant: S(OC)(O[CH3:5])(=O)=O.[C:8]1([C:14]2([CH2:27][O:28][CH2:29][C:30]3[CH:31]=[C:32]([C:39]([F:42])([F:41])[F:40])[CH:33]=[C:34]4[C:38]=3[NH:37][CH:36]=[CH:35]4)[CH2:19][CH2:18][N:17]([C:20]([O:22][C:23]([CH3:26])([CH3:25])[CH3:24])=[O:21])[CH2:16][CH2:15]2)[CH:13]=[CH:12][CH:11]=[CH:10][CH:9]=1.CC(C)([O-])C.[K+].